From a dataset of Forward reaction prediction with 1.9M reactions from USPTO patents (1976-2016). Predict the product of the given reaction. Given the reactants [CH3:1][N:2]1[C:6]([C:7]([OH:9])=O)=[CH:5][CH:4]=[N:3]1.S(Cl)(Cl)=O.[NH2:14][C:15]1[CH:16]=[C:17]([CH:30]=[CH:31][CH:32]=1)[C:18]([C:20]1[CH:28]=[C:27]2[C:23]([CH2:24][C:25](=[O:29])[NH:26]2)=[CH:22][CH:21]=1)=[O:19], predict the reaction product. The product is: [O:29]=[C:25]1[CH2:24][C:23]2[C:27](=[CH:28][C:20]([C:18]([C:17]3[CH:16]=[C:15]([NH:14][C:7]([C:6]4[N:2]([CH3:1])[N:3]=[CH:4][CH:5]=4)=[O:9])[CH:32]=[CH:31][CH:30]=3)=[O:19])=[CH:21][CH:22]=2)[NH:26]1.